From a dataset of Full USPTO retrosynthesis dataset with 1.9M reactions from patents (1976-2016). Predict the reactants needed to synthesize the given product. (1) Given the product [C:29]([O:28][C:25](=[O:27])[CH2:26][C:3](=[O:24])[C:4]1[CH:9]=[CH:8][CH:7]=[C:6]([C:10]2[N:11]=[C:12]([CH3:23])[S:13][C:14]=2[CH2:15][O:16][CH:17]2[CH2:22][CH2:21][CH2:20][CH2:19][O:18]2)[CH:5]=1)([CH3:32])([CH3:31])[CH3:30], predict the reactants needed to synthesize it. The reactants are: CO[C:3](=[O:24])[C:4]1[CH:9]=[CH:8][CH:7]=[C:6]([C:10]2[N:11]=[C:12]([CH3:23])[S:13][C:14]=2[CH2:15][O:16][CH:17]2[CH2:22][CH2:21][CH2:20][CH2:19][O:18]2)[CH:5]=1.[C:25]([O:28][C:29]([CH3:32])([CH3:31])[CH3:30])(=[O:27])[CH3:26].[Li]. (2) Given the product [C:6]1([CH2:5][C@@H:4]([NH:12][S:13]([CH2:16][CH2:17][C:18]2[CH:19]=[CH:20][CH:21]=[CH:22][CH:23]=2)(=[O:15])=[O:14])[C:3]([OH:24])=[O:2])[CH:7]=[CH:8][CH:9]=[CH:10][CH:11]=1, predict the reactants needed to synthesize it. The reactants are: C[O:2][C:3](=[O:24])[C@H:4]([NH:12][S:13]([CH2:16][CH2:17][C:18]1[CH:23]=[CH:22][CH:21]=[CH:20][CH:19]=1)(=[O:15])=[O:14])[CH2:5][C:6]1[CH:11]=[CH:10][CH:9]=[CH:8][CH:7]=1.O.[OH-].[Li+].O. (3) The reactants are: [F:1][C:2]1[CH:28]=[CH:27][CH:26]=[CH:25][C:3]=1[CH2:4][C:5]1[C:9]2=[N:10][CH:11]=[CH:12][CH:13]=[C:8]2[N:7]([C:14]2[N:19]=[C:18]([NH2:20])[C:17]([N+:21]([O-])=O)=[C:16]([NH2:24])[N:15]=2)[N:6]=1. Given the product [F:1][C:2]1[CH:28]=[CH:27][CH:26]=[CH:25][C:3]=1[CH2:4][C:5]1[C:9]2=[N:10][CH:11]=[CH:12][CH:13]=[C:8]2[N:7]([C:14]2[N:19]=[C:18]([NH2:20])[C:17]([NH2:21])=[C:16]([NH2:24])[N:15]=2)[N:6]=1, predict the reactants needed to synthesize it. (4) Given the product [CH:15]1([C:13]([NH:12][C:7]2[N:8]=[CH:9][C:10]3[C:5]([CH:6]=2)=[CH:4][CH:3]=[C:2]([O:1][C@H:28]([CH3:29])[C:26]([O:25][CH3:24])=[O:27])[CH:11]=3)=[O:14])[CH2:16][CH2:17]1, predict the reactants needed to synthesize it. The reactants are: [OH:1][C:2]1[CH:11]=[C:10]2[C:5]([CH:6]=[C:7]([NH:12][C:13]([CH:15]3[CH2:17][CH2:16]3)=[O:14])[N:8]=[CH:9]2)=[CH:4][CH:3]=1.O1CCCC1.C[CH2:24][O:25][C:26]([C@@H:28](O)[CH3:29])=[O:27].C1(P(C2C=CC=CC=2)C2C=CC=CC=2)C=CC=CC=1.N(C(OCC)=O)=NC(OCC)=O.